This data is from Peptide-MHC class II binding affinity with 134,281 pairs from IEDB. The task is: Regression. Given a peptide amino acid sequence and an MHC pseudo amino acid sequence, predict their binding affinity value. This is MHC class II binding data. The peptide sequence is VPQLQPQNPSQQQPQ. The MHC is HLA-DQA10401-DQB10402 with pseudo-sequence HLA-DQA10401-DQB10402. The binding affinity (normalized) is 0.140.